From a dataset of Catalyst prediction with 721,799 reactions and 888 catalyst types from USPTO. Predict which catalyst facilitates the given reaction. (1) Reactant: I[C:2]1[CH:7]=[CH:6][N:5]=[C:4]2[N:8]([C:11]3[C:16]([C:17]([F:20])([F:19])[F:18])=[CH:15][CH:14]=[CH:13][N:12]=3)[N:9]=[CH:10][C:3]=12.CC1(C)C(C)(C)[O:25][B:24](B2OC(C)(C)C(C)(C)O2)[O:23]1.C([O-])(=O)C.[K+].C(Cl)Cl. Product: [F:18][C:17]([F:20])([F:19])[C:16]1[C:11]([N:8]2[C:4]3=[N:5][CH:6]=[CH:7][C:2]([B:24]([OH:25])[OH:23])=[C:3]3[CH:10]=[N:9]2)=[N:12][CH:13]=[CH:14][CH:15]=1. The catalyst class is: 16. (2) Reactant: Cl[C:2]1[N:7]=[C:6]([O:8][CH3:9])[N:5]=[C:4]([NH:10][CH2:11][CH2:12][C:13]2[CH:18]=[CH:17][C:16]([O:19][C:20]([F:23])([F:22])[F:21])=[CH:15][CH:14]=2)[CH:3]=1.[CH2:24]([O:26][C:27](=[O:35])[CH2:28][CH:29]1[CH2:34][CH2:33][CH2:32][NH:31][CH2:30]1)[CH3:25].C(=O)([O-])[O-].[K+].[K+]. Product: [CH2:24]([O:26][C:27](=[O:35])[CH2:28][CH:29]1[CH2:34][CH2:33][CH2:32][N:31]([C:2]2[CH:3]=[C:4]([NH:10][CH2:11][CH2:12][C:13]3[CH:18]=[CH:17][C:16]([O:19][C:20]([F:23])([F:22])[F:21])=[CH:15][CH:14]=3)[N:5]=[C:6]([O:8][CH3:9])[N:7]=2)[CH2:30]1)[CH3:25]. The catalyst class is: 264. (3) Reactant: C[O:2][C:3](=[O:15])[CH:4]=[C:5]([C:7]1[CH:12]=[CH:11][CH:10]=[C:9]([O:13][CH3:14])[CH:8]=1)[CH3:6].[OH-].[Na+]. Product: [CH3:14][O:13][C:9]1[CH:8]=[C:7]([C:5]([CH3:6])=[CH:4][C:3]([OH:15])=[O:2])[CH:12]=[CH:11][CH:10]=1. The catalyst class is: 799. (4) Reactant: [N+:1]([O-:4])(O)=[O:2].[C:5]([NH:8][C:9]1[CH:17]=[CH:16][C:12]([C:13]([OH:15])=[O:14])=[CH:11][C:10]=1[CH3:18])(=[O:7])[CH3:6]. Product: [C:5]([NH:8][C:9]1[C:17]([N+:1]([O-:4])=[O:2])=[CH:16][C:12]([C:13]([OH:15])=[O:14])=[CH:11][C:10]=1[CH3:18])(=[O:7])[CH3:6]. The catalyst class is: 65.